Dataset: Catalyst prediction with 721,799 reactions and 888 catalyst types from USPTO. Task: Predict which catalyst facilitates the given reaction. (1) Reactant: [H-].[Na+].Cl[CH2:4][CH2:5][CH2:6][C@H:7]([CH2:10][CH:11]=[CH2:12])[CH2:8][OH:9]. Product: [CH2:6]([C@H:7]1[CH2:10][CH2:11][CH2:12][O:9][CH2:8]1)[CH:5]=[CH2:4]. The catalyst class is: 3. (2) Reactant: [C:1]([O:5][C:6](=[O:22])[C:7]([S:10][C:11]1[S:12][CH:13]=[C:14]([CH2:16][C:17]([O:19]CC)=[O:18])[N:15]=1)([CH3:9])[CH3:8])([CH3:4])([CH3:3])[CH3:2].[OH-].[Na+]. Product: [C:1]([O:5][C:6](=[O:22])[C:7]([S:10][C:11]1[S:12][CH:13]=[C:14]([CH2:16][C:17]([OH:19])=[O:18])[N:15]=1)([CH3:9])[CH3:8])([CH3:2])([CH3:3])[CH3:4]. The catalyst class is: 5. (3) Reactant: [Cl-].O[NH3+:3].[C:4](=[O:7])([O-])[OH:5].[Na+].CS(C)=O.[O:13]1[C:17]2([CH2:22][CH2:21][N:20]([C:23]3[CH:28]=[CH:27][C:26]([N:29]4[C:34](=[O:35])[C:33]([CH2:36][C:37]5[CH:42]=[CH:41][C:40]([C:43]6[C:44]([C:49]#[N:50])=[CH:45][CH:46]=[CH:47][CH:48]=6)=[CH:39][CH:38]=5)=[C:32]([CH2:51][CH2:52][CH3:53])[N:31]=[C:30]4[CH2:54][CH3:55])=[CH:25][CH:24]=3)[CH2:19][CH2:18]2)[O:16][CH2:15][CH2:14]1. Product: [O:13]1[C:17]2([CH2:22][CH2:21][N:20]([C:23]3[CH:24]=[CH:25][C:26]([N:29]4[C:34](=[O:35])[C:33]([CH2:36][C:37]5[CH:42]=[CH:41][C:40]([C:43]6[CH:48]=[CH:47][CH:46]=[CH:45][C:44]=6[C:49]6[NH:3][C:4](=[O:7])[O:5][N:50]=6)=[CH:39][CH:38]=5)=[C:32]([CH2:51][CH2:52][CH3:53])[N:31]=[C:30]4[CH2:54][CH3:55])=[CH:27][CH:28]=3)[CH2:19][CH2:18]2)[O:16][CH2:15][CH2:14]1. The catalyst class is: 6. (4) Reactant: C(OC([N:6]1[CH2:11][CH2:10][N:9]([CH2:12][CH2:13][CH2:14][OH:15])[CH2:8][CH2:7]1)=O)C.[OH-].[Na+]. The catalyst class is: 8. Product: [OH:15][CH2:14][CH2:13][CH2:12][N:9]1[CH2:10][CH2:11][NH:6][CH2:7][CH2:8]1. (5) Reactant: [H-].[Na+].C(OP([CH2:11][C:12]([O:14][C:15]([CH3:18])([CH3:17])[CH3:16])=[O:13])(OCC)=O)C.[Cl:19][C:20]1[CH:25]=[CH:24][N:23]=[C:22]([CH:26]=O)[CH:21]=1. Product: [Cl:19][C:20]1[CH:25]=[CH:24][N:23]=[C:22]([CH:26]=[CH:11][C:12]([O:14][C:15]([CH3:16])([CH3:17])[CH3:18])=[O:13])[CH:21]=1. The catalyst class is: 1.